From a dataset of Forward reaction prediction with 1.9M reactions from USPTO patents (1976-2016). Predict the product of the given reaction. The product is: [ClH:30].[NH:11]1[CH2:12][CH2:13][CH:8]([C:6]2[N:5]3[N:21]=[C:22]4[CH:27]=[CH:26][CH:25]=[N:24][C:23]4=[C:4]3[NH:3][C:2](=[O:1])[CH:7]=2)[CH2:9][CH2:10]1. Given the reactants [O:1]=[C:2]1[CH:7]=[C:6]([CH:8]2[CH2:13][CH2:12][N:11](C(OC(C)(C)C)=O)[CH2:10][CH2:9]2)[N:5]2[N:21]=[C:22]3[CH:27]=[CH:26][CH:25]=[N:24][C:23]3=[C:4]2[NH:3]1.CO.[ClH:30], predict the reaction product.